Dataset: Full USPTO retrosynthesis dataset with 1.9M reactions from patents (1976-2016). Task: Predict the reactants needed to synthesize the given product. (1) Given the product [Br:10][C:7]1[CH:8]=[CH:9][C:4]([C:2](=[O:3])[CH:1]=[N:11][OH:12])=[CH:5][CH:6]=1, predict the reactants needed to synthesize it. The reactants are: [CH3:1][C:2]([C:4]1[CH:9]=[CH:8][C:7]([Br:10])=[CH:6][CH:5]=1)=[O:3].[N:11](OCCC(C)C)=[O:12].C[O-].[Na+]. (2) Given the product [Cl:1][C:2]1[C:11]2[C:6](=[CH:7][CH:8]=[CH:9][CH:10]=2)[C:5]([O:12][CH2:19][CH3:20])=[CH:4][N:3]=1, predict the reactants needed to synthesize it. The reactants are: [Cl:1][C:2]1[C:11]2[C:6](=[CH:7][CH:8]=[CH:9][CH:10]=2)[C:5]([OH:12])=[CH:4][N:3]=1.C([O-])([O-])=O.[K+].[K+].[CH2:19](I)[CH3:20].